This data is from Catalyst prediction with 721,799 reactions and 888 catalyst types from USPTO. The task is: Predict which catalyst facilitates the given reaction. (1) Reactant: [Cl:1][C:2]1[N:3]=[CH:4][C:5]([NH2:8])=[N:6][CH:7]=1.[CH3:9][C:10]([O:13][C:14](O[C:14]([O:13][C:10]([CH3:12])([CH3:11])[CH3:9])=[O:15])=[O:15])([CH3:12])[CH3:11]. Product: [Cl:1][C:2]1[N:3]=[CH:4][C:5]([NH:8][C:14](=[O:15])[O:13][C:10]([CH3:12])([CH3:11])[CH3:9])=[N:6][CH:7]=1. The catalyst class is: 1. (2) Reactant: [Br:1]Br.[CH2:3]([O:10][C:11](=[O:22])[NH:12][C@H:13]1[CH2:18][CH2:17][C@H:16]([C:19](=[O:21])[CH3:20])[CH2:15][CH2:14]1)[C:4]1[CH:9]=[CH:8][CH:7]=[CH:6][CH:5]=1. Product: [CH2:3]([O:10][C:11](=[O:22])[NH:12][C@H:13]1[CH2:18][CH2:17][C@H:16]([C:19](=[O:21])[CH2:20][Br:1])[CH2:15][CH2:14]1)[C:4]1[CH:5]=[CH:6][CH:7]=[CH:8][CH:9]=1. The catalyst class is: 5. (3) Reactant: [C:1]([O:5][C:6](=[O:14])[NH:7][C@H:8]([C:12]#[N:13])[CH2:9][C:10]#[CH:11])([CH3:4])([CH3:3])[CH3:2].[Cl-].[NH4+].[N-:17]=[N+:18]=[N-:19].[Na+]. Product: [C:1]([O:5][C:6](=[O:14])[NH:7][C@H:8]([C:12]1[NH:19][N:18]=[N:17][N:13]=1)[CH2:9][C:10]#[CH:11])([CH3:4])([CH3:2])[CH3:3]. The catalyst class is: 3. (4) Reactant: [NH2:1][C:2]1[CH:3]=[CH:4][C:5]([C:8]2[CH:16]=[C:15]3[C:11]([CH2:12][N:13]([C@@H:18]([CH:23]([CH3:25])[CH3:24])[C:19]([O:21][CH3:22])=[O:20])[C:14]3=[O:17])=[CH:10][CH:9]=2)=[N:6][CH:7]=1.[Cl:26][C:27]1[CH:32]=[CH:31][CH:30]=[CH:29][C:28]=1[N:33]=[C:34]=[O:35]. Product: [Cl:26][C:27]1[CH:32]=[CH:31][CH:30]=[CH:29][C:28]=1[NH:33][C:34](=[O:35])[NH:1][C:2]1[CH:3]=[CH:4][C:5]([C:8]2[CH:16]=[C:15]3[C:11]([CH2:12][N:13]([C@@H:18]([CH:23]([CH3:25])[CH3:24])[C:19]([O:21][CH3:22])=[O:20])[C:14]3=[O:17])=[CH:10][CH:9]=2)=[N:6][CH:7]=1. The catalyst class is: 1. (5) Reactant: [OH:1][C:2]1[CH:9]=[CH:8][CH:7]=[CH:6][C:3]=1[C:4]#[N:5].[OH-].[K+].Cl[C:13]1[N:18]=[CH:17][N:16]=[C:15]([O:19][C:20]2[CH:25]=[CH:24][CH:23]=[CH:22][C:21]=2/[C:26](=[CH:31]\[O:32][CH3:33])/[C:27]([O:29][CH3:30])=[O:28])[CH:14]=1.CN1CCCCC1. Product: [CH3:33][O:32]/[CH:31]=[C:26](/[C:27]([O:29][CH3:30])=[O:28])\[C:21]1[C:20]([O:19][C:15]2[CH:14]=[C:13]([O:1][C:2]3[C:3]([C:4]#[N:5])=[CH:6][CH:7]=[CH:8][CH:9]=3)[N:18]=[CH:17][N:16]=2)=[CH:25][CH:24]=[CH:23][CH:22]=1. The catalyst class is: 226. (6) Reactant: [CH2:1]([N:3]1[C:12]2[CH:11]=[C:10]3[O:13][CH2:14][O:15][C:9]3=[C:8]([N+:16]([O-])=O)[C:7]=2[C:6](=[O:19])[C:5]([C:20]([OH:22])=[O:21])=[CH:4]1)[CH3:2].Cl. Product: [NH2:16][C:8]1[C:7]2[C:6](=[O:19])[C:5]([C:20]([OH:22])=[O:21])=[CH:4][N:3]([CH2:1][CH3:2])[C:12]=2[CH:11]=[C:10]2[O:13][CH2:14][O:15][C:9]=12. The catalyst class is: 285. (7) Reactant: [NH2:1][CH:2]([CH2:6][C:7]1[CH:12]=[CH:11][CH:10]=[CH:9][N:8]=1)[C:3]([OH:5])=[O:4].Cl[C:14]([O:16][CH3:17])=[O:15]. Product: [CH3:17][O:16][C:14]([NH:1][C@H:2]([C:3]([OH:5])=[O:4])[CH2:6][C:7]1[CH:12]=[CH:11][CH:10]=[CH:9][N:8]=1)=[O:15]. The catalyst class is: 758. (8) Reactant: C(=O)([O-])[O-].[K+].[K+].Br[CH2:8][CH2:9][CH2:10][CH2:11][O:12][C:13]1[CH:18]=[CH:17][C:16]([C:19](=[O:24])[CH2:20][CH:21]([CH3:23])[CH3:22])=[C:15]([OH:25])[C:14]=1[CH3:26].[OH:27][C:28]1[CH:37]=[C:36]2[C:31]([CH:32]=[CH:33][C:34](=[O:38])[O:35]2)=[CH:30][CH:29]=1. Product: [OH:25][C:15]1[C:14]([CH3:26])=[C:13]([CH:18]=[CH:17][C:16]=1[C:19](=[O:24])[CH2:20][CH:21]([CH3:23])[CH3:22])[O:12][CH2:11][CH2:10][CH2:9][CH2:8][O:27][C:28]1[CH:37]=[C:36]2[C:31]([CH:32]=[CH:33][C:34](=[O:38])[O:35]2)=[CH:30][CH:29]=1. The catalyst class is: 21. (9) Reactant: [CH3:1][O:2][C:3](=[O:23])[CH2:4][CH2:5][N:6]1[CH2:11][CH2:10][N:9]([C:12]([O:14][C:15]([CH3:18])([CH3:17])[CH3:16])=[O:13])[CH2:8][CH:7]1[C:19]([O:21]C)=O.CC(C)([O-])C.[K+]. Product: [O:21]=[C:19]1[CH:7]2[CH2:8][N:9]([C:12]([O:14][C:15]([CH3:16])([CH3:17])[CH3:18])=[O:13])[CH2:10][CH2:11][N:6]2[CH2:5][CH:4]1[C:3]([O:2][CH3:1])=[O:23]. The catalyst class is: 7. (10) Reactant: [CH:1]1[CH:6]=[CH:5][C:4](P([C:1]2[CH:6]=[CH:5][C:4]3[C:3](=CC=CC=3)[C:2]=2[C:1]2[C:6]3[C:5](=CC=CC=3)[CH:4]=[CH:3][C:2]=2P([C:1]2[CH:6]=[CH:5][CH:4]=[CH:3][CH:2]=2)[C:1]2[CH:6]=[CH:5][CH:4]=[CH:3][CH:2]=2)[C:1]2[CH:6]=[CH:5][CH:4]=[CH:3][CH:2]=2)=[CH:3][CH:2]=1.C1(B(O)O)C=CC=CC=1.[CH3:56][C:57]1[CH:58]=[C:59]2[C:64](=[CH:65][CH:66]=1)[O:63][C:62](=[O:67])[CH:61]=[CH:60]2.CCN(CC)CC.[NH4+].[Cl-]. Product: [CH3:56][C:57]1[CH:58]=[C:59]2[C:64](=[CH:65][CH:66]=1)[O:63][C:62](=[O:67])[CH2:61][C@@H:60]2[C:1]1[CH:6]=[CH:5][CH:4]=[CH:3][CH:2]=1. The catalyst class is: 155.